From a dataset of Full USPTO retrosynthesis dataset with 1.9M reactions from patents (1976-2016). Predict the reactants needed to synthesize the given product. (1) Given the product [CH3:8][O:9][CH2:10][CH2:11][N:12]1[CH:6]([C:2]2[S:1][CH:5]=[CH:4][CH:3]=2)[CH:14]([C:13]([NH:35][C:31]2[CH:30]=[C:29]3[C:34](=[CH:33][CH:32]=2)[N:26]([CH3:25])[CH2:27][CH2:28]3)=[O:24])[C:15]2[C:16](=[CH:20][CH:21]=[CH:22][CH:23]=2)[C:17]1=[O:19], predict the reactants needed to synthesize it. The reactants are: [S:1]1[CH:5]=[CH:4][CH:3]=[C:2]1[CH:6]=O.[CH3:8][O:9][CH2:10][CH2:11][NH2:12].[C:13]1(=[O:24])[O:19][C:17](=O)[C:16]2=[CH:20][CH:21]=[CH:22][CH:23]=[C:15]2[CH2:14]1.[CH3:25][N:26]1[C:34]2[C:29](=[CH:30][C:31]([NH2:35])=[CH:32][CH:33]=2)[CH2:28][CH2:27]1. (2) Given the product [CH3:8][C:6]1[C:5]([CH:9]([CH2:14][CH2:15][CH3:16])[C:10]([O:12][CH3:13])=[O:11])=[C:4]([C:17]2[CH:22]=[CH:21][C:20]([CH3:23])=[CH:19][CH:18]=2)[N:3]=[C:2]([S:36][C:30]2[CH:35]=[CH:34][CH:33]=[CH:32][CH:31]=2)[N:7]=1, predict the reactants needed to synthesize it. The reactants are: Cl[C:2]1[N:7]=[C:6]([CH3:8])[C:5]([CH:9]([CH2:14][CH2:15][CH3:16])[C:10]([O:12][CH3:13])=[O:11])=[C:4]([C:17]2[CH:22]=[CH:21][C:20]([CH3:23])=[CH:19][CH:18]=2)[N:3]=1.C(=O)([O-])[O-].[Cs+].[Cs+].[C:30]1([SH:36])[CH:35]=[CH:34][CH:33]=[CH:32][CH:31]=1. (3) Given the product [C:10]1([C@@H:8]([N:5]2[CH2:6][CH2:7][C@@H:3]([CH2:2][C:16]#[N:17])[CH2:4]2)[CH3:9])[CH:15]=[CH:14][CH:13]=[CH:12][CH:11]=1, predict the reactants needed to synthesize it. The reactants are: Cl[CH2:2][C@@H:3]1[CH2:7][CH2:6][N:5]([C@H:8]([C:10]2[CH:15]=[CH:14][CH:13]=[CH:12][CH:11]=2)[CH3:9])[CH2:4]1.[C-:16]#[N:17].[Na+]. (4) Given the product [Cl:22][C:23]1[CH:32]=[C:31]2[C:26]([C:27]([NH2:33])=[CH:28][CH2:29][N:30]2[CH:8]([C:10]2[CH:15]=[CH:14][C:13]([CH2:16][N:17]3[CH:21]=[CH:20][N:19]=[CH:18]3)=[CH:12][CH:11]=2)[C:5]2[CH:6]=[CH:7][C:2]([Cl:1])=[CH:3][CH:4]=2)=[CH:25][CH:24]=1, predict the reactants needed to synthesize it. The reactants are: [Cl:1][C:2]1[CH:7]=[CH:6][C:5]([CH:8]([C:10]2[CH:15]=[CH:14][C:13]([CH2:16][N:17]3[CH:21]=[CH:20][N:19]=[CH:18]3)=[CH:12][CH:11]=2)O)=[CH:4][CH:3]=1.[Cl:22][C:23]1[CH:32]=[C:31]2[C:26]([C:27]([NH2:33])=[CH:28][CH:29]=[N:30]2)=[CH:25][CH:24]=1.ClC1C=C2C(C(N)=CCN2C(C2C=CC(Cl)=CC=2)C2C=CC(CN3CCOCC3)=CC=2)=CC=1. (5) Given the product [ClH:32].[C:25](=[O:31])([O:1][CH2:2][CH2:3][NH:4][CH3:5])[O:26][CH2:27][CH2:28][O:29][CH3:30], predict the reactants needed to synthesize it. The reactants are: [OH:1][CH2:2][CH2:3][N:4](C)[C:5](=O)OC(C)(C)C.C(OCC)(=O)C.N1C=CC=CC=1.[C:25]([Cl:32])(=[O:31])[O:26][CH2:27][CH2:28][O:29][CH3:30]. (6) Given the product [CH3:1][O:2][C:3]1[CH:4]=[C:5]2[C:10](=[CH:11][C:12]=1[O:13][CH3:14])[C@H:9]([CH2:15][CH2:23][C:21]1[CH:22]=[CH:17][C:18]([F:26])=[C:19]([F:25])[C:20]=1[F:24])[NH:8][CH2:7][CH2:6]2, predict the reactants needed to synthesize it. The reactants are: [CH3:1][O:2][C:3]1[CH:4]=[C:5]2[C:10](=[CH:11][C:12]=1[O:13][CH3:14])[C:9]([CH3:15])=[N:8][CH2:7][CH2:6]2.Br[C:17]1[CH:22]=[C:21]([CH3:23])[C:20]([F:24])=[C:19]([F:25])[C:18]=1[F:26]. (7) The reactants are: [I:1][C:2]1[C:7]([OH:8])=[CH:6][CH:5]=[C:4]([I:9])[N:3]=1.Cl[CH2:11][O:12][CH3:13].[H-].[Na+]. Given the product [I:1][C:2]1[C:7]([O:8][CH2:11][O:12][CH3:13])=[CH:6][CH:5]=[C:4]([I:9])[N:3]=1, predict the reactants needed to synthesize it. (8) The reactants are: Cl[C:2]1[N:3]=[C:4]([N:17]2[CH2:22][CH2:21][O:20][CH2:19][CH2:18]2)[C:5]2[S:10][C:9]([C:11]3([O:15][CH3:16])[CH2:14][O:13][CH2:12]3)=[CH:8][C:6]=2[N:7]=1.CC1(C)C(C)(C)OB([C:31]2[CH:32]=[N:33][C:34]([NH2:37])=[N:35][CH:36]=2)O1. Given the product [CH3:16][O:15][C:11]1([C:9]2[S:10][C:5]3[C:4]([N:17]4[CH2:22][CH2:21][O:20][CH2:19][CH2:18]4)=[N:3][C:2]([C:31]4[CH:32]=[N:33][C:34]([NH2:37])=[N:35][CH:36]=4)=[N:7][C:6]=3[CH:8]=2)[CH2:14][O:13][CH2:12]1, predict the reactants needed to synthesize it. (9) Given the product [Cl:1][C:2]1[CH:7]=[CH:6][CH:5]=[CH:4][C:3]=1[C:8]1[N:9]([C:22]2[CH:23]=[CH:24][C:25]([Cl:28])=[CH:26][CH:27]=2)[CH:10]=[C:11]([C:13]([N:15]2[CH2:16][CH2:17][C:18]([C:33]3[CH:34]=[CH:35][C:30]([F:29])=[CH:31][CH:32]=3)([OH:21])[CH2:19][CH2:20]2)=[O:14])[N:12]=1, predict the reactants needed to synthesize it. The reactants are: [Cl:1][C:2]1[CH:7]=[CH:6][CH:5]=[CH:4][C:3]=1[C:8]1[N:9]([C:22]2[CH:27]=[CH:26][C:25]([Cl:28])=[CH:24][CH:23]=2)[CH:10]=[C:11]([C:13]([N:15]2[CH2:20][CH2:19][C:18](=[O:21])[CH2:17][CH2:16]2)=[O:14])[N:12]=1.[F:29][C:30]1[CH:35]=[CH:34][C:33]([Mg]Br)=[CH:32][CH:31]=1.[NH4+].[Cl-].O.